This data is from Catalyst prediction with 721,799 reactions and 888 catalyst types from USPTO. The task is: Predict which catalyst facilitates the given reaction. (1) Reactant: [CH2:1]([N:12]([CH2:17][C:18]([OH:20])=[O:19])[CH2:13][C:14]([OH:16])=[O:15])[CH2:2][N:3]([CH2:8][C:9]([OH:11])=[O:10])[CH2:4][C:5]([OH:7])=[O:6].[Cl-].[Na+:22]. Product: [CH2:2]([N:3]([CH2:8][C:9]([O-:11])=[O:10])[CH2:4][C:5]([OH:7])=[O:6])[CH2:1][N:12]([CH2:17][C:18]([O-:20])=[O:19])[CH2:13][C:14]([OH:16])=[O:15].[Na+:22].[Na+:22]. The catalyst class is: 6. (2) Reactant: [F:1][C:2]1[CH:3]=[C:4]([C:9]2[C:10]3[N:11]([N:16]=[C:17]([NH2:19])[N:18]=3)[CH:12]=[C:13]([CH3:15])[CH:14]=2)[CH:5]=[CH:6][C:7]=1[F:8].Br[C:21]1[CH:26]=[CH:25][C:24]([N:27]2[CH:31]=[C:30]([CH3:32])[N:29]=[CH:28]2)=[C:23]([O:33][CH3:34])[CH:22]=1.C(Cl)Cl. Product: [F:1][C:2]1[CH:3]=[C:4]([C:9]2[C:10]3[N:11]([N:16]=[C:17]([NH:19][C:21]4[CH:26]=[CH:25][C:24]([N:27]5[CH:31]=[C:30]([CH3:32])[N:29]=[CH:28]5)=[C:23]([O:33][CH3:34])[CH:22]=4)[N:18]=3)[CH:12]=[C:13]([CH3:15])[CH:14]=2)[CH:5]=[CH:6][C:7]=1[F:8]. The catalyst class is: 61.